Predict which catalyst facilitates the given reaction. From a dataset of Catalyst prediction with 721,799 reactions and 888 catalyst types from USPTO. (1) Reactant: [CH2:1]([O:3][C:4](=[O:32])[CH:5]([C:10]1[CH:11]=[C:12]([C:22]2[CH:27]=[CH:26][C:25]([C:28]([F:31])([F:30])[F:29])=[CH:24][CH:23]=2)[CH:13]=[C:14]([CH:16]2[CH2:21][CH2:20][CH2:19][NH:18][CH2:17]2)[CH:15]=1)[CH2:6][CH:7]([CH3:9])[CH3:8])[CH3:2].[F:33][C:34]([F:45])([F:44])[C:35]1[CH:43]=[CH:42][C:38]([C:39](Cl)=[O:40])=[CH:37][CH:36]=1.C(N(C(C)C)CC)(C)C. Product: [CH2:1]([O:3][C:4](=[O:32])[CH:5]([C:10]1[CH:11]=[C:12]([C:22]2[CH:23]=[CH:24][C:25]([C:28]([F:29])([F:30])[F:31])=[CH:26][CH:27]=2)[CH:13]=[C:14]([CH:16]2[CH2:21][CH2:20][CH2:19][N:18]([C:39](=[O:40])[C:38]3[CH:42]=[CH:43][C:35]([C:34]([F:33])([F:44])[F:45])=[CH:36][CH:37]=3)[CH2:17]2)[CH:15]=1)[CH2:6][CH:7]([CH3:9])[CH3:8])[CH3:2]. The catalyst class is: 210. (2) Reactant: [CH2:1]([C:3]1[CH:8]=[CH:7][C:6]([C:9]2[CH:13]=[C:12]([CH3:14])[S:11][C:10]=2[C:15](OC)=[O:16])=[CH:5][CH:4]=1)[CH3:2].CCOCC.[H-].[H-].[H-].[H-].[Li+].[Al+3]. Product: [CH2:1]([C:3]1[CH:4]=[CH:5][C:6]([C:9]2[CH:13]=[C:12]([CH3:14])[S:11][C:10]=2[CH2:15][OH:16])=[CH:7][CH:8]=1)[CH3:2]. The catalyst class is: 7. (3) Reactant: [CH3:1][NH2:2].[C:3]([O:6][C@H:7]([CH3:29])[CH2:8][CH2:9][CH2:10][CH2:11][N:12]1[C:21](=[O:22])[C:20]2[N:19]([CH2:23][O:24][CH2:25][CH3:26])[C:18](Br)=[N:17][C:16]=2[N:15]([CH3:28])[C:13]1=[O:14])(=[O:5])[CH3:4].O. Product: [C:3]([O:6][C@H:7]([CH3:29])[CH2:8][CH2:9][CH2:10][CH2:11][N:12]1[C:21](=[O:22])[C:20]2[N:19]([CH2:23][O:24][CH2:25][CH3:26])[C:18]([NH:2][CH3:1])=[N:17][C:16]=2[N:15]([CH3:28])[C:13]1=[O:14])(=[O:5])[CH3:4]. The catalyst class is: 16.